Dataset: Full USPTO retrosynthesis dataset with 1.9M reactions from patents (1976-2016). Task: Predict the reactants needed to synthesize the given product. (1) Given the product [CH:21]1([C:18]2[CH:17]=[CH:16][C:15]([NH:14][C:10]3[CH:11]=[CH:12][CH:13]=[C:4]([C:3]([OH:27])=[O:2])[C:5]=3[C:6]([OH:8])=[O:7])=[CH:20][CH:19]=2)[CH2:22][CH2:23][CH2:24][CH2:25][CH2:26]1, predict the reactants needed to synthesize it. The reactants are: C[O:2][C:3](=[O:27])[C:4]1[C:5](=[C:10]([NH:14][C:15]2[CH:20]=[CH:19][C:18]([CH:21]3[CH2:26][CH2:25][CH2:24][CH2:23][CH2:22]3)=[CH:17][CH:16]=2)[CH:11]=[CH:12][CH:13]=1)[C:6]([O:8]C)=[O:7].[OH-].[Na+]. (2) Given the product [OH:37][C@@:30]1([C:28]#[C:29][C:2]2[CH:3]=[CH:4][C:5]3[O:11][CH2:10][CH2:9][N:8]4[C:12]([C:18]([NH:20][CH:21]5[CH2:26][CH2:25][O:24][CH2:23][CH2:22]5)=[O:19])=[C:13]([C:15]([NH2:17])=[O:16])[N:14]=[C:7]4[C:6]=3[CH:27]=2)[CH2:34][CH2:33][N:32]([CH3:35])[C:31]1=[O:36], predict the reactants needed to synthesize it. The reactants are: Br[C:2]1[CH:3]=[CH:4][C:5]2[O:11][CH2:10][CH2:9][N:8]3[C:12]([C:18]([NH:20][CH:21]4[CH2:26][CH2:25][O:24][CH2:23][CH2:22]4)=[O:19])=[C:13]([C:15]([NH2:17])=[O:16])[N:14]=[C:7]3[C:6]=2[CH:27]=1.[C:28]([C@:30]1([OH:37])[CH2:34][CH2:33][N:32]([CH3:35])[C:31]1=[O:36])#[CH:29]. (3) Given the product [CH3:33][C:31]1([CH3:32])[C:27]([CH3:28])([CH3:29])[O:26][B:21]([C:2]2[CH:7]=[CH:6][C:5]([O:8][CH:9]([CH3:11])[CH3:10])=[C:4]([C:12]([F:15])([F:14])[F:13])[CH:3]=2)[O:30]1, predict the reactants needed to synthesize it. The reactants are: Br[C:2]1[CH:7]=[CH:6][C:5]([O:8][CH:9]([CH3:11])[CH3:10])=[C:4]([C:12]([F:15])([F:14])[F:13])[CH:3]=1.[Li]CCCC.[B:21]([O:30][CH:31]([CH3:33])[CH3:32])([O:26][CH:27]([CH3:29])[CH3:28])OC(C)C.OC(C(O)(C)C)(C)C. (4) Given the product [CH:28]1([CH2:34][CH2:35][CH2:36][CH2:37][O:38][C:39](=[O:40])[NH:17][C@@H:16]2[C:15](=[O:18])[NH:14][C@@H:13]2[CH3:12])[CH2:33][CH2:32][CH2:31][CH2:30][CH2:29]1, predict the reactants needed to synthesize it. The reactants are: C1(C)C=CC(S([O-])(=O)=O)=CC=1.[CH3:12][C@@H:13]1[C@H:16]([NH3+:17])[C:15](=[O:18])[NH:14]1.CCN(C(C)C)C(C)C.[CH:28]1([CH2:34][CH2:35][CH2:36][CH2:37][O:38][C:39](N2C=CC=CC2=O)=[O:40])[CH2:33][CH2:32][CH2:31][CH2:30][CH2:29]1. (5) Given the product [NH:1]1[C:9]2[CH:8]=[CH:7][CH:6]=[C:5]([OH:12])[C:4]=2[CH:3]=[N:2]1, predict the reactants needed to synthesize it. The reactants are: [NH:1]1[C:9]2[C:4](=[C:5](N)[CH:6]=[CH:7][CH:8]=2)[CH:3]=[N:2]1.S(=O)(=O)(O)[OH:12].[OH-].[Na+].